Dataset: Peptide-MHC class II binding affinity with 134,281 pairs from IEDB. Task: Regression. Given a peptide amino acid sequence and an MHC pseudo amino acid sequence, predict their binding affinity value. This is MHC class II binding data. (1) The peptide sequence is ALHIIAGTPEVHAVK. The MHC is HLA-DQA10101-DQB10501 with pseudo-sequence HLA-DQA10101-DQB10501. The binding affinity (normalized) is 0.233. (2) The peptide sequence is EAKYWCPDSMEYNCP. The MHC is HLA-DQA10102-DQB10501 with pseudo-sequence HLA-DQA10102-DQB10501. The binding affinity (normalized) is 0.215. (3) The peptide sequence is DLGYAPATPAAPGAG. The MHC is HLA-DQA10401-DQB10402 with pseudo-sequence HLA-DQA10401-DQB10402. The binding affinity (normalized) is 0.191. (4) The MHC is DRB5_0101 with pseudo-sequence DRB5_0101. The peptide sequence is LDIELQKTEATQLAT. The binding affinity (normalized) is 0.397.